This data is from Reaction yield outcomes from USPTO patents with 853,638 reactions. The task is: Predict the reaction yield, written as a fraction of the theoretical maximum amount of product (1.0 means a 100% yield; for example, 0.34 means a 34% yield). (1) The reactants are I[C:2]1[CH:7]=[CH:6][C:5]([S:8]([NH:11][C:12]2[S:13][CH:14]=[CH:15][N:16]=2)(=[O:10])=[O:9])=[CH:4][CH:3]=1.CC1(C)C2C=CC=C(P(C3C=CC=CC=3)C3C=CC=CC=3)C=2OC2C1=CC=CC=2P(C1C=CC=CC=1)C1C=CC=CC=1.[NH2:59][C:60]1[N:64]([C:65]2[CH:70]=[CH:69][CH:68]=[CH:67][CH:66]=2)[N:63]=[C:62]([CH3:71])[CH:61]=1.CC(C)([O-])C.[Na+]. The catalyst is O1CCOCC1.C1C=CC(/C=C/C(/C=C/C2C=CC=CC=2)=O)=CC=1.C1C=CC(/C=C/C(/C=C/C2C=CC=CC=2)=O)=CC=1.C1C=CC(/C=C/C(/C=C/C2C=CC=CC=2)=O)=CC=1.[Pd].[Pd]. The product is [CH3:71][C:62]1[CH:61]=[C:60]([NH:59][C:2]2[CH:7]=[CH:6][C:5]([S:8]([NH:11][C:12]3[S:13][CH:14]=[CH:15][N:16]=3)(=[O:10])=[O:9])=[CH:4][CH:3]=2)[N:64]([C:65]2[CH:66]=[CH:67][CH:68]=[CH:69][CH:70]=2)[N:63]=1. The yield is 0.400. (2) The reactants are [C:1]([O:5][C:6]([N:8]1[CH2:13][C@H:12]([CH2:14][N:15]2[CH2:20][CH2:19][O:18][CH2:17][C@H:16]2[CH3:21])[N:11]([CH2:22][C:23]([OH:25])=O)[CH2:10][C@H:9]1[CH3:26])=[O:7])([CH3:4])([CH3:3])[CH3:2].[F:27][C:28]1[CH:45]=[CH:44][C:31]([CH2:32][C:33]2[CH:34]=[C:35]3[NH:41][CH2:40][C:39]([CH3:43])([CH3:42])[C:36]3=[N:37][CH:38]=2)=[CH:30][CH:29]=1.F[P-](F)(F)(F)(F)F.N1(OC(N(C)C)=[N+](C)C)C2N=CC=CC=2N=N1.C(N(CC)C(C)C)(C)C.C(=O)([O-])O.[Na+]. The catalyst is CN(C=O)C. The product is [C:1]([O:5][C:6]([N:8]1[CH2:13][C@H:12]([CH2:14][N:15]2[CH2:20][CH2:19][O:18][CH2:17][C@H:16]2[CH3:21])[N:11]([CH2:22][C:23]([N:41]2[C:35]3[C:36](=[N:37][CH:38]=[C:33]([CH2:32][C:31]4[CH:44]=[CH:45][C:28]([F:27])=[CH:29][CH:30]=4)[CH:34]=3)[C:39]([CH3:43])([CH3:42])[CH2:40]2)=[O:25])[CH2:10][C@H:9]1[CH3:26])=[O:7])([CH3:3])([CH3:4])[CH3:2]. The yield is 0.770. (3) The reactants are [Cl:1][C:2]1[CH:3]=[C:4]([NH2:17])[CH:5]=[CH:6][C:7]=1[O:8][CH2:9][C:10]1[CH:15]=[CH:14][CH:13]=[C:12]([F:16])[CH:11]=1.Cl[C:19]1[C:28]2[C:23](=[CH:24][CH:25]=[C:26]([I:29])[CH:27]=2)[N:22]=[CH:21][N:20]=1.CC(O)(C)C. The catalyst is ClCCCl. The product is [ClH:1].[Cl:1][C:2]1[CH:3]=[C:4]([NH:17][C:19]2[C:28]3[C:23](=[CH:24][CH:25]=[C:26]([I:29])[CH:27]=3)[N:22]=[CH:21][N:20]=2)[CH:5]=[CH:6][C:7]=1[O:8][CH2:9][C:10]1[CH:15]=[CH:14][CH:13]=[C:12]([F:16])[CH:11]=1. The yield is 0.580.